Task: Predict the reaction yield, written as a fraction of the theoretical maximum amount of product (1.0 means a 100% yield; for example, 0.34 means a 34% yield).. Dataset: Reaction yield outcomes from USPTO patents with 853,638 reactions The reactants are [NH2:1][C:2]1[N:7]2[CH:8]=[C:9]([CH2:11][CH3:12])[N:10]=[C:6]2[C:5]([C:13]([NH:15][CH2:16][CH:17]2[CH2:22][CH2:21][N:20]([CH2:23][CH2:24][CH2:25][O:26][CH3:27])[CH2:19][CH2:18]2)=[O:14])=[CH:4][C:3]=1[Cl:28].Cl.CO. No catalyst specified. The product is [ClH:28].[NH2:1][C:2]1[N:7]2[CH:8]=[C:9]([CH2:11][CH3:12])[N:10]=[C:6]2[C:5]([C:13]([NH:15][CH2:16][CH:17]2[CH2:18][CH2:19][N:20]([CH2:23][CH2:24][CH2:25][O:26][CH3:27])[CH2:21][CH2:22]2)=[O:14])=[CH:4][C:3]=1[Cl:28]. The yield is 0.550.